This data is from Forward reaction prediction with 1.9M reactions from USPTO patents (1976-2016). The task is: Predict the product of the given reaction. (1) Given the reactants [Cl:1][C:2]1[CH:3]=[C:4]([CH:39]=[CH:40][CH:41]=1)[CH2:5][O:6][C:7]1[CH:12]=[CH:11][C:10]([C@H:13]2[CH2:38][O:37][C:16]3=[CH:17][C:18]4[CH2:19][C@@H:20]([C:34](O)=[O:35])[N:21]([C@H:25]([C:28]5[CH:33]=[CH:32][CH:31]=[CH:30][CH:29]=5)[CH2:26][CH3:27])[CH2:22][C:23]=4[CH:24]=[C:15]3[O:14]2)=[CH:9][CH:8]=1.Cl.Cl.C[O:45][C:46](=[O:64])[C@@H:47]([NH2:63])[CH2:48][C:49]1[CH:54]=[CH:53][C:52]([C:55]2[CH:60]=[CH:59][N:58]=[C:57]([CH3:61])[C:56]=2[CH3:62])=[CH:51][CH:50]=1, predict the reaction product. The product is: [Cl:1][C:2]1[CH:3]=[C:4]([CH:39]=[CH:40][CH:41]=1)[CH2:5][O:6][C:7]1[CH:8]=[CH:9][C:10]([C@H:13]2[CH2:38][O:37][C:16]3=[CH:17][C:18]4[CH2:19][C@@H:20]([C:34]([NH:63][C@@H:47]([CH2:48][C:49]5[CH:54]=[CH:53][C:52]([C:55]6[CH:60]=[CH:59][N:58]=[C:57]([CH3:61])[C:56]=6[CH3:62])=[CH:51][CH:50]=5)[C:46]([OH:45])=[O:64])=[O:35])[N:21]([C@H:25]([C:28]5[CH:33]=[CH:32][CH:31]=[CH:30][CH:29]=5)[CH2:26][CH3:27])[CH2:22][C:23]=4[CH:24]=[C:15]3[O:14]2)=[CH:11][CH:12]=1. (2) The product is: [CH2:1]([O:3][C:4](=[O:21])[C:5]1[CH:10]=[CH:9][C:8]([C:11]2[NH:20][C:14]3[N:15]=[CH:16][N:17]=[C:18]([NH:31][CH2:30][C:27]4[CH:28]=[N:29][C:24]([O:23][CH3:22])=[CH:25][CH:26]=4)[C:13]=3[CH:12]=2)=[CH:7][CH:6]=1)[CH3:2]. Given the reactants [CH2:1]([O:3][C:4](=[O:21])[C:5]1[CH:10]=[CH:9][C:8]([C:11]2[NH:20][C:14]3[N:15]=[CH:16][N:17]=[C:18](Cl)[C:13]=3[CH:12]=2)=[CH:7][CH:6]=1)[CH3:2].[CH3:22][O:23][C:24]1[N:29]=[CH:28][C:27]([CH2:30][NH2:31])=[CH:26][CH:25]=1.COC1C=CC(C#N)=CN=1.N, predict the reaction product. (3) Given the reactants [Br:1][C:2]1[CH:7]=[CH:6][C:5]([NH:8][N:9]=[C:10](Cl)[C:11]2[C:16]([F:17])=[CH:15][CH:14]=[CH:13][C:12]=2[Cl:18])=[CH:4][CH:3]=1.[NH3:20], predict the reaction product. The product is: [Br:1][C:2]1[CH:7]=[CH:6][C:5]([NH:8][N:9]=[C:10]([C:11]2[C:16]([F:17])=[CH:15][CH:14]=[CH:13][C:12]=2[Cl:18])[NH2:20])=[CH:4][CH:3]=1. (4) Given the reactants [Cl:1][C:2]1[CH:7]=[CH:6][CH:5]=[CH:4][C:3]=1[N:8]([CH3:32])[C:9]([C:11]1[N:12]=[N:13][N:14]([CH2:17][C:18]2[CH:23]=[C:22]([C:24]([F:27])([F:26])[F:25])[CH:21]=[C:20]([C:28]([F:31])([F:30])[F:29])[CH:19]=2)[C:15]=1Cl)=[O:10].[NH:33]1[CH2:38][CH2:37][O:36][CH2:35][CH2:34]1, predict the reaction product. The product is: [Cl:1][C:2]1[CH:7]=[CH:6][CH:5]=[CH:4][C:3]=1[N:8]([CH3:32])[C:9]([C:11]1[N:12]=[N:13][N:14]([CH2:17][C:18]2[CH:19]=[C:20]([C:28]([F:31])([F:30])[F:29])[CH:21]=[C:22]([C:24]([F:27])([F:26])[F:25])[CH:23]=2)[C:15]=1[N:33]1[CH2:38][CH2:37][O:36][CH2:35][CH2:34]1)=[O:10]. (5) Given the reactants [NH2:1][C:2]1[N:7]=[C:6]([N:8]2[CH:17]([CH3:18])[CH2:16][C:15]3[C:10](=[CH:11][C:12]([C:19]4[CH:20]=[CH:21][C:22]([C:25]([OH:27])=O)=[N:23][CH:24]=4)=[CH:13][CH:14]=3)[CH2:9]2)[CH:5]=[C:4]([N:28]2[CH2:33][CH2:32][N:31]([CH3:34])[CH2:30][CH2:29]2)[N:3]=1.[CH3:35][N:36]1[CH2:41][CH2:40][NH:39][CH2:38][CH2:37]1, predict the reaction product. The product is: [CH3:18][CH:17]1[CH2:16][C:15]2[C:10](=[CH:11][C:12]([C:19]3[CH:24]=[N:23][C:22]([C:25]([N:39]4[CH2:40][CH2:41][N:36]([CH3:35])[CH2:37][CH2:38]4)=[O:27])=[CH:21][CH:20]=3)=[CH:13][CH:14]=2)[CH2:9][N:8]1[C:6]1[CH:5]=[C:4]([N:28]2[CH2:33][CH2:32][N:31]([CH3:34])[CH2:30][CH2:29]2)[N:3]=[C:2]([NH2:1])[N:7]=1. (6) The product is: [CH3:21][O:20][C:18](=[O:19])[CH2:17][C:12]1[C:11](=[O:22])[N:10]([NH:9][CH2:7][C:3]2[CH:2]=[N:1][CH:6]=[CH:5][CH:4]=2)[CH:15]=[CH:14][C:13]=1[CH3:16]. Given the reactants [N:1]1[CH:6]=[CH:5][CH:4]=[C:3]([CH:7]=O)[CH:2]=1.[NH2:9][N:10]1[CH:15]=[CH:14][C:13]([CH3:16])=[C:12]([CH2:17][C:18]([O:20][CH3:21])=[O:19])[C:11]1=[O:22].C([BH3-])#N.[Na+], predict the reaction product. (7) The product is: [Br:1][C:16]1[C:14]2[N:15]=[C:10]([C:9]3[CH:8]=[CH:7][N:6]=[CH:5][C:4]=3[F:3])[N:11]=[C:12]([OH:19])[C:13]=2[S:18][CH:17]=1. Given the reactants [Br:1]Br.[F:3][C:4]1[CH:5]=[N:6][CH:7]=[CH:8][C:9]=1[C:10]1[N:11]=[C:12]([OH:19])[C:13]2[S:18][CH:17]=[CH:16][C:14]=2[N:15]=1.S([O-])([O-])(=O)=S.[Na+].[Na+], predict the reaction product.